This data is from Reaction yield outcomes from USPTO patents with 853,638 reactions. The task is: Predict the reaction yield, written as a fraction of the theoretical maximum amount of product (1.0 means a 100% yield; for example, 0.34 means a 34% yield). (1) The reactants are [CH3:1][O:2][C:3]1[CH:9]=[CH:8][C:6]([NH2:7])=[C:5]([C:10]2[O:11][CH:12]=[CH:13][N:14]=2)[CH:4]=1.Cl[C:16]([O:18][C:19]1[CH:24]=[CH:23][CH:22]=[CH:21][CH:20]=1)=[O:17].N1C=CC=CC=1. The catalyst is C(Cl)Cl. The product is [CH3:1][O:2][C:3]1[CH:9]=[CH:8][C:6]([NH:7][C:16](=[O:17])[O:18][C:19]2[CH:24]=[CH:23][CH:22]=[CH:21][CH:20]=2)=[C:5]([C:10]2[O:11][CH:12]=[CH:13][N:14]=2)[CH:4]=1. The yield is 0.510. (2) The reactants are [NH2:1][C:2]1[N:3]=[C:4]2[CH:9]=[CH:8][C:7]([O:10][C:11]3[CH:16]=[CH:15][C:14]([NH:17][C:18](=[O:27])[O:19][CH2:20][C:21]4[CH:26]=[CH:25][CH:24]=[CH:23][CH:22]=4)=[CH:13][C:12]=3[F:28])=[CH:6][N:5]2[CH:29]=1.[CH:30]1([C:33](Cl)=[O:34])[CH2:32][CH2:31]1.O.C(=O)([O-])O.[Na+]. The catalyst is CN(C)C(=O)C. The product is [CH:30]1([C:33]([NH:1][C:2]2[N:3]=[C:4]3[CH:9]=[CH:8][C:7]([O:10][C:11]4[CH:16]=[CH:15][C:14]([NH:17][C:18](=[O:27])[O:19][CH2:20][C:21]5[CH:26]=[CH:25][CH:24]=[CH:23][CH:22]=5)=[CH:13][C:12]=4[F:28])=[CH:6][N:5]3[CH:29]=2)=[O:34])[CH2:32][CH2:31]1. The yield is 0.780. (3) The catalyst is C1COCC1. The product is [Cl:9][C:10]1[N:11]=[C:12]([O:6][CH:1]2[CH2:5][CH2:4][CH2:3][CH2:2]2)[C:13]2[C:18]([I:19])=[CH:17][N:16]([CH2:20][O:21][CH2:22][CH2:23][Si:24]([CH3:27])([CH3:26])[CH3:25])[C:14]=2[N:15]=1. The reactants are [CH:1]1([OH:6])[CH2:5][CH2:4][CH2:3][CH2:2]1.[H-].[Na+].[Cl:9][C:10]1[N:11]=[C:12](Cl)[C:13]2[C:18]([I:19])=[CH:17][N:16]([CH2:20][O:21][CH2:22][CH2:23][Si:24]([CH3:27])([CH3:26])[CH3:25])[C:14]=2[N:15]=1. The yield is 0.460. (4) The reactants are [F:1][C:2]([F:51])([F:50])[C:3]1[CH:4]=[C:5]([CH:47]=[CH:48][CH:49]=1)[CH2:6][NH:7][C:8]([C:10]1[CH:15]=[CH:14][N:13]=[C:12]([C:16]2[CH:21]=[C:20]([N:22]3[CH2:26][CH2:25][CH2:24][CH2:23]3)[CH:19]=[CH:18][C:17]=2[NH:27][C:28]([C:30]2[CH:31]=[C:32]([CH:44]=[CH:45][CH:46]=2)[CH2:33][S:34][CH2:35][CH2:36][C:37]([O:39]C(C)(C)C)=[O:38])=[O:29])[CH:11]=1)=[O:9].FC(F)(F)C(O)=O. The catalyst is ClCCl. The product is [N:22]1([C:20]2[CH:19]=[CH:18][C:17]([NH:27][C:28]([C:30]3[CH:31]=[C:32]([CH:44]=[CH:45][CH:46]=3)[CH2:33][S:34][CH2:35][CH2:36][C:37]([OH:39])=[O:38])=[O:29])=[C:16]([C:12]3[CH:11]=[C:10]([C:8](=[O:9])[NH:7][CH2:6][C:5]4[CH:47]=[CH:48][CH:49]=[C:3]([C:2]([F:51])([F:1])[F:50])[CH:4]=4)[CH:15]=[CH:14][N:13]=3)[CH:21]=2)[CH2:26][CH2:25][CH2:24][CH2:23]1. The yield is 0.150.